This data is from NCI-60 drug combinations with 297,098 pairs across 59 cell lines. The task is: Regression. Given two drug SMILES strings and cell line genomic features, predict the synergy score measuring deviation from expected non-interaction effect. Drug 1: CN(C)C1=NC(=NC(=N1)N(C)C)N(C)C. Drug 2: CC1=C2C(C(=O)C3(C(CC4C(C3C(C(C2(C)C)(CC1OC(=O)C(C(C5=CC=CC=C5)NC(=O)OC(C)(C)C)O)O)OC(=O)C6=CC=CC=C6)(CO4)OC(=O)C)O)C)O. Cell line: SW-620. Synergy scores: CSS=28.6, Synergy_ZIP=-4.92, Synergy_Bliss=-2.00, Synergy_Loewe=-85.0, Synergy_HSA=-4.55.